From a dataset of Aqueous solubility values for 9,982 compounds from the AqSolDB database. Regression/Classification. Given a drug SMILES string, predict its absorption, distribution, metabolism, or excretion properties. Task type varies by dataset: regression for continuous measurements (e.g., permeability, clearance, half-life) or binary classification for categorical outcomes (e.g., BBB penetration, CYP inhibition). For this dataset (solubility_aqsoldb), we predict Y. (1) The compound is C.[V]. The Y is -6.21 log mol/L. (2) The compound is I/C=C/I. The Y is -3.22 log mol/L. (3) The compound is CCOC(C)(C)C. The Y is -0.930 log mol/L. (4) The Y is -2.00 log mol/L. The molecule is Fc1ccccc1F. (5) The compound is Cc1ccc2c(c1)Oc1ncc(N)cc1C(=O)N2C. The Y is -3.04 log mol/L. (6) The molecule is CCCCCCCCCCCCCCCCCC. The Y is -7.63 log mol/L. (7) The compound is CCCCCCCC/C=C\CCCCCCCC(=O)OCC(COC(=O)CCCCCCC/C=C\CCCCCCCC)OC(=O)CCCCCCC/C=C\CCCCCCCC. The Y is -7.25 log mol/L. (8) The compound is COc1ccc([N+](=O)[O-])cc1. The Y is -2.41 log mol/L. (9) The Y is -0.940 log mol/L. The compound is Nc1cc(C(=O)O)cc(S(=O)(=O)O)c1. (10) The molecule is NC(=O)C=Cc1ccccc1[N+](=O)[O-]. The Y is -1.28 log mol/L.